From a dataset of Retrosynthesis with 50K atom-mapped reactions and 10 reaction types from USPTO. Predict the reactants needed to synthesize the given product. Given the product Cc1ncccc1Oc1ccc(Nc2nccc3c(-n4cccc4)cccc23)cn1, predict the reactants needed to synthesize it. The reactants are: Cc1ncccc1Oc1ccc(N)cn1.Clc1nccc2c(-n3cccc3)cccc12.